Dataset: Full USPTO retrosynthesis dataset with 1.9M reactions from patents (1976-2016). Task: Predict the reactants needed to synthesize the given product. (1) Given the product [CH3:8][N:7]([CH3:9])[C:5](=[O:6])[C:4]1[CH:3]=[C:2]([B:18]2[O:22][C:21]([CH3:24])([CH3:23])[C:20]([CH3:26])([CH3:25])[O:19]2)[CH:12]=[C:11]([NH:13][S:14]([CH3:17])(=[O:16])=[O:15])[CH:10]=1, predict the reactants needed to synthesize it. The reactants are: Br[C:2]1[CH:3]=[C:4]([CH:10]=[C:11]([NH:13][S:14]([CH3:17])(=[O:16])=[O:15])[CH:12]=1)[C:5]([N:7]([CH3:9])[CH3:8])=[O:6].[B:18]1([B:18]2[O:22][C:21]([CH3:24])([CH3:23])[C:20]([CH3:26])([CH3:25])[O:19]2)[O:22][C:21]([CH3:24])([CH3:23])[C:20]([CH3:26])([CH3:25])[O:19]1.C([O-])(=O)C.[K+]. (2) Given the product [Cl:8][CH:9]([CH:2]=[O:1])[C:10]([O:12][CH2:13][CH3:14])=[O:11], predict the reactants needed to synthesize it. The reactants are: [O-:1][CH2:2]C.[Na+].C(O)C.[Cl:8][CH2:9][C:10]([O:12][CH2:13][CH3:14])=[O:11].C(OCC)=O.